From a dataset of Reaction yield outcomes from USPTO patents with 853,638 reactions. Predict the reaction yield, written as a fraction of the theoretical maximum amount of product (1.0 means a 100% yield; for example, 0.34 means a 34% yield). (1) The reactants are [NH2:1][C:2]1[CH:7]=[CH:6][C:5]([CH2:8][CH2:9][C:10]2[CH:15]=[CH:14][C:13]([Cl:16])=[C:12]([Cl:17])[CH:11]=2)=[CH:4][C:3]=1[OH:18].Cl[C:20]1[C:28]([N+:29]([O-:31])=[O:30])=[CH:27][C:26]([N+]([O-])=O)=[CH:25][C:21]=1[C:22]([OH:24])=[O:23].C([O-])(=O)C.[Na+].[OH-].[Na+].Cl. The catalyst is O. The product is [Cl:17][C:12]1[CH:11]=[C:10]([CH2:9][CH2:8][C:5]2[CH:4]=[C:3]3[C:2](=[CH:7][CH:6]=2)[NH:1][C:25]2[C:21]([C:22]([OH:24])=[O:23])=[CH:20][C:28]([N+:29]([O-:31])=[O:30])=[CH:27][C:26]=2[O:18]3)[CH:15]=[CH:14][C:13]=1[Cl:16]. The yield is 0.180. (2) The reactants are [Br:1][C:2]1[CH:7]=[CH:6][C:5]([OH:8])=[CH:4][C:3]=1[CH:9]1[O:13][CH2:12][CH2:11][O:10]1.C(=O)([O-])[O-].[K+].[K+].[CH2:20]([O:22][C:23](=[O:33])[C:24]1[CH:29]=[CH:28][C:27](F)=[CH:26][C:25]=1[O:31][CH3:32])[CH3:21]. The catalyst is CS(C)=O.CCOC(C)=O. The product is [CH2:20]([O:22][C:23](=[O:33])[C:24]1[CH:29]=[CH:28][C:27]([O:8][C:5]2[CH:6]=[CH:7][C:2]([Br:1])=[C:3]([CH:9]3[O:10][CH2:11][CH2:12][O:13]3)[CH:4]=2)=[CH:26][C:25]=1[O:31][CH3:32])[CH3:21]. The yield is 0.350. (3) The reactants are N[C:2]1[N:7]=[C:6]([C:8]2[N:9]=[C:10]([C:21]([CH3:27])([CH3:26])[C:22]([O:24][CH3:25])=[O:23])[NH:11][C:12]=2[C:13]2[CH:18]=[CH:17][C:16]([F:19])=[CH:15][C:14]=2[F:20])[CH:5]=[CH:4][C:3]=1[N+:28]([O-:30])=[O:29].S(=O)(=O)(O)[OH:32].N([O-])=O.[Na+]. The catalyst is CS(C)=O.O. The product is [F:20][C:14]1[CH:15]=[C:16]([F:19])[CH:17]=[CH:18][C:13]=1[C:12]1[NH:11][C:10]([C:21]([CH3:26])([CH3:27])[C:22]([O:24][CH3:25])=[O:23])=[N:9][C:8]=1[C:6]1[CH:5]=[CH:4][C:3]([N+:28]([O-:30])=[O:29])=[C:2]([OH:32])[N:7]=1. The yield is 0.880. (4) The reactants are [N+:1]([O-:4])(O)=[O:2].OS(O)(=O)=O.[CH2:10]([O:12][C:13](=[O:22])[C:14]1[CH:19]=[C:18]([F:20])[CH:17]=[C:16]([F:21])[CH:15]=1)[CH3:11]. No catalyst specified. The yield is 0.800. The product is [CH2:10]([O:12][C:13](=[O:22])[C:14]1[CH:19]=[C:18]([F:20])[CH:17]=[C:16]([F:21])[C:15]=1[N+:1]([O-:4])=[O:2])[CH3:11]. (5) The reactants are [C:1]([O-:4])(=[S:3])[CH3:2].[K+].[F:6][C:7]1[C:12]([CH:13]=[O:14])=[C:11]([F:15])[C:10]([F:16])=[C:9](F)[C:8]=1[F:18].C(Cl)(=O)C.O. The catalyst is CC(N(C)C)=O. The product is [F:6][C:7]1[C:8]([F:18])=[C:9]([S:3][C:1](=[O:4])[CH3:2])[C:10]([F:16])=[C:11]([F:15])[C:12]=1[CH:13]=[O:14]. The yield is 0.690. (6) The reactants are [C:1]1([C:8]([O:10]C)=[O:9])([C:4]([O:6][CH3:7])=[O:5])[CH2:3][CH2:2]1.[OH-].[Na+]. The catalyst is CO.O. The product is [CH3:7][O:6][C:4]([C:1]1([C:8]([OH:10])=[O:9])[CH2:3][CH2:2]1)=[O:5]. The yield is 0.600.